This data is from Reaction yield outcomes from USPTO patents with 853,638 reactions. The task is: Predict the reaction yield, written as a fraction of the theoretical maximum amount of product (1.0 means a 100% yield; for example, 0.34 means a 34% yield). (1) The reactants are [C@:1]12([CH3:28])[C:7]([CH3:9])([CH3:8])[CH:4]([CH2:5][CH2:6]1)[CH2:3][CH:2]2[C:10]([O:12][CH:13]([C:18]1[CH:23]=[CH:22][C:21]([I:24])=[CH:20][C:19]=1[N+:25]([O-:27])=[O:26])[C:14](C)([CH3:16])[CH3:15])=[O:11]. The catalyst is CO. The product is [C@:1]12([CH3:28])[C:7]([CH3:9])([CH3:8])[CH:4]([CH2:5][CH2:6]1)[CH2:3][CH:2]2[C:10]([O:12][CH:13]([C:18]1[CH:23]=[CH:22][C:21]([I:24])=[CH:20][C:19]=1[N+:25]([O-:27])=[O:26])[CH:14]([CH3:15])[CH3:16])=[O:11]. The yield is 0.390. (2) The reactants are CCN=C=NCCCN(C)C.C1C=CC2N(O)N=NC=2C=1.[Br:22][C:23]1[CH:28]=[CH:27][C:26]([NH:29][C:30]2[C:38]([C:39]([OH:41])=O)=[C:37]3[N:33]([CH2:34][CH2:35][CH2:36]3)[C:32](=[O:42])[CH:31]=2)=[C:25]([CH3:43])[CH:24]=1.[CH:44]1([CH2:47][O:48][NH2:49])[CH2:46][CH2:45]1. The catalyst is CN(C=O)C. The product is [CH:44]1([CH2:47][O:48][NH:49][C:39]([C:38]2[C:30]([NH:29][C:26]3[CH:27]=[CH:28][C:23]([Br:22])=[CH:24][C:25]=3[CH3:43])=[CH:31][C:32](=[O:42])[N:33]3[C:37]=2[CH2:36][CH2:35][CH2:34]3)=[O:41])[CH2:46][CH2:45]1. The yield is 0.130.